Dataset: HIV replication inhibition screening data with 41,000+ compounds from the AIDS Antiviral Screen. Task: Binary Classification. Given a drug SMILES string, predict its activity (active/inactive) in a high-throughput screening assay against a specified biological target. (1) The compound is CNn1c(-c2ccccc2)n[nH]c1=O. The result is 1 (active). (2) The compound is Clc1ccc(-c2c(C3=NCCN3)nnn2-c2ccc(Cl)cc2)cc1. The result is 0 (inactive). (3) The drug is ON=Cc1ccc(O)c(O)c1. The result is 0 (inactive). (4) The molecule is c1ccc(CN2COc3c(ccc4ccccc34)C2)cc1. The result is 0 (inactive).